This data is from Full USPTO retrosynthesis dataset with 1.9M reactions from patents (1976-2016). The task is: Predict the reactants needed to synthesize the given product. (1) Given the product [Cl:1][C:2]1[CH:7]=[CH:6][C:5]([CH:8]2[C:15]3[C:11](=[N:12][N:13]([C:33]4[C:28]([CH3:27])=[N:29][CH:30]=[CH:31][CH:32]=4)[C:14]=3[CH3:16])[C:10](=[O:17])[N:9]2[C:18]2[CH:23]=[C:22]([CH3:24])[C:21](=[O:25])[N:20]([CH3:26])[CH:19]=2)=[CH:4][CH:3]=1, predict the reactants needed to synthesize it. The reactants are: [Cl:1][C:2]1[CH:7]=[CH:6][C:5]([CH:8]2[C:15]3[C:14]([CH3:16])=[N:13][NH:12][C:11]=3[C:10](=[O:17])[N:9]2[C:18]2[CH:23]=[C:22]([CH3:24])[C:21](=[O:25])[N:20]([CH3:26])[CH:19]=2)=[CH:4][CH:3]=1.[CH3:27][C:28]1[C:33](B(O)O)=[CH:32][CH:31]=[CH:30][N:29]=1.N1C=CC=CC=1. (2) Given the product [O:16]=[C:12]1[NH:11][C:10]2[C:17]3[C:22]([CH:23]=[CH:24][C:9]=2[N:8]([C:4]2[CH:3]=[C:2]([NH:1][S:35]([C:25]4[C:34]5[C:29](=[CH:30][CH:31]=[CH:32][CH:33]=5)[CH:28]=[CH:27][CH:26]=4)(=[O:37])=[O:36])[CH:7]=[CH:6][CH:5]=2)[C:14](=[O:15])[CH2:13]1)=[CH:21][CH:20]=[CH:19][CH:18]=3, predict the reactants needed to synthesize it. The reactants are: [NH2:1][C:2]1[CH:3]=[C:4]([N:8]2[C:14](=[O:15])[CH2:13][C:12](=[O:16])[NH:11][C:10]3[C:17]4[C:22]([CH:23]=[CH:24][C:9]2=3)=[CH:21][CH:20]=[CH:19][CH:18]=4)[CH:5]=[CH:6][CH:7]=1.[C:25]1([S:35](Cl)(=[O:37])=[O:36])[C:34]2[C:29](=[CH:30][CH:31]=[CH:32][CH:33]=2)[CH:28]=[CH:27][CH:26]=1. (3) Given the product [NH2:23][CH2:22][CH:5]1[CH2:4][CH2:3][CH:2]([F:1])[CH2:7][N:6]1[C:8]([C:10]1[N:11]=[C:12]([CH3:21])[S:13][C:14]=1[C:15]1[CH:20]=[CH:19][CH:18]=[CH:17][CH:16]=1)=[O:9], predict the reactants needed to synthesize it. The reactants are: [F:1][CH:2]1[CH2:7][N:6]([C:8]([C:10]2[N:11]=[C:12]([CH3:21])[S:13][C:14]=2[C:15]2[CH:20]=[CH:19][CH:18]=[CH:17][CH:16]=2)=[O:9])[CH:5]([CH2:22][NH:23]C(=O)OC(C)(C)C)[CH2:4][CH2:3]1.